Dataset: Reaction yield outcomes from USPTO patents with 853,638 reactions. Task: Predict the reaction yield, written as a fraction of the theoretical maximum amount of product (1.0 means a 100% yield; for example, 0.34 means a 34% yield). (1) The reactants are [C:1]([O:4][CH2:5][C:6](=[O:28])[C@@H:7]1[C@:23]2([CH3:24])[CH:10]([CH:11]3[C:20](=[CH:21][CH2:22]2)[C@:19]2([CH3:25])[C:14](=[CH:15][C:16](=[O:26])[CH:17]=[CH:18]2)[CH2:13][CH2:12]3)[CH2:9][C@H:8]1[CH3:27])(=[O:3])[CH3:2].C([SiH](CC)CC)C. The catalyst is C1C=CC(P(C2C=CC=CC=2)C2C=CC=CC=2)=CC=1.C1C=CC(P(C2C=CC=CC=2)C2C=CC=CC=2)=CC=1.C1C=CC(P(C2C=CC=CC=2)C2C=CC=CC=2)=CC=1.[Cl-].[Rh].C(Cl)Cl. The product is [C:1]([O:4][CH2:5][C:6](=[O:28])[C@@H:7]1[C@:23]2([CH3:24])[CH:10]([CH:11]3[C:20](=[CH:21][CH2:22]2)[C@:19]2([CH3:25])[C:14](=[CH:15][C:16](=[O:26])[CH2:17][CH2:18]2)[CH2:13][CH2:12]3)[CH2:9][C@H:8]1[CH3:27])(=[O:3])[CH3:2]. The yield is 0.300. (2) The product is [OH:25][CH:5]1[CH2:4][CH2:3][C:2]([CH3:1])([CH3:26])[C:11]2[CH:10]=[C:9]([C:12]#[C:13][C:14]3[CH:15]=[CH:16][C:17]([CH2:20][C:21]([O:23][CH3:24])=[O:22])=[CH:18][CH:19]=3)[CH:8]=[CH:7][C:6]1=2. The catalyst is CO. The reactants are [CH3:1][C:2]1([CH3:26])[C:11]2[CH:10]=[C:9]([C:12]#[C:13][C:14]3[CH:19]=[CH:18][C:17]([CH2:20][C:21]([O:23][CH3:24])=[O:22])=[CH:16][CH:15]=3)[CH:8]=[CH:7][C:6]=2[C:5](=[O:25])[CH2:4][CH2:3]1.[BH4-].[Na+]. The yield is 0.870. (3) The reactants are COC(C1[C:13]2[C:8](=[CH:9][CH:10]=[C:11]([Br:14])[CH:12]=2)NC=1)=O.[C:15](=[O:18])([O-])[O-:16].[K+].[K+].[CH3:21][N:22]([CH:24]=O)[CH3:23].I[CH3:27]. The catalyst is ClCCl. The product is [CH3:27][O:16][C:15]([C:13]1[C:8]2[C:21](=[CH:12][C:11]([Br:14])=[CH:10][CH:9]=2)[N:22]([CH3:23])[CH:24]=1)=[O:18]. The yield is 0.990. (4) The reactants are Br[C:2]1[CH:16]=[CH:15][C:5]2[N:6]=[C:7]([NH:9][C:10]([NH:12][CH2:13][CH3:14])=[O:11])[S:8][C:4]=2[CH:3]=1.COCCOC.[Cl:23][C:24]1[S:28][C:27](B(O)O)=[CH:26][CH:25]=1.C(=O)([O-])[O-].[Na+].[Na+]. The catalyst is O.C1C=CC([P]([Pd]([P](C2C=CC=CC=2)(C2C=CC=CC=2)C2C=CC=CC=2)([P](C2C=CC=CC=2)(C2C=CC=CC=2)C2C=CC=CC=2)[P](C2C=CC=CC=2)(C2C=CC=CC=2)C2C=CC=CC=2)(C2C=CC=CC=2)C2C=CC=CC=2)=CC=1. The product is [Cl:23][C:24]1[S:28][C:27]([C:2]2[CH:16]=[CH:15][C:5]3[N:6]=[C:7]([NH:9][C:10]([NH:12][CH2:13][CH3:14])=[O:11])[S:8][C:4]=3[CH:3]=2)=[CH:26][CH:25]=1. The yield is 0.160. (5) The reactants are [Cl:1][C:2]1[C:7]2[NH:8][C:9](=[O:12])[N:10]([CH3:11])[C:6]=2[C:5]([C:13]([NH2:15])=O)=[CH:4][CH:3]=1.S(Cl)(Cl)=O.C(=O)([O-])O.[Na+]. The catalyst is CN(C)C=O. The product is [Cl:1][C:2]1[C:7]2[NH:8][C:9](=[O:12])[N:10]([CH3:11])[C:6]=2[C:5]([C:13]#[N:15])=[CH:4][CH:3]=1. The yield is 0.910.